The task is: Regression/Classification. Given a drug SMILES string, predict its absorption, distribution, metabolism, or excretion properties. Task type varies by dataset: regression for continuous measurements (e.g., permeability, clearance, half-life) or binary classification for categorical outcomes (e.g., BBB penetration, CYP inhibition). Dataset: cyp3a4_veith.. This data is from CYP3A4 inhibition data for predicting drug metabolism from PubChem BioAssay. (1) The molecule is Nc1nc2c(nc(Br)n2[C@@H]2O[C@H]3COP(=O)([O-])O[C@@H]3[C@H]2O)c(=O)[nH]1.[Na+]. The result is 0 (non-inhibitor). (2) The compound is Clc1ccccc1-c1cncnc1NCCc1cnc[nH]1. The result is 1 (inhibitor). (3) The molecule is CC(C)=C1C(=O)NN(c2ccc(F)c(Cl)c2)C1=O. The result is 0 (non-inhibitor). (4) The drug is N#Cc1cccc(NC(=O)N2CCCC3(CCN(S(=O)(=O)c4ccccc4)CC3)C2)c1. The result is 1 (inhibitor). (5) The drug is CC(C)CO/N=C1/C[C@@H](O)[C@@H](O)[C@@H]2[C@@H]3C(=O)N([C@@H](C)c4ccccc4)C(=O)[C@H]3CC[C@@H]12. The result is 0 (non-inhibitor). (6) The drug is C[C@@H](C(=O)Nc1ccc2ccccc2c1)[C@@H]1C[C@@]1(C)[C@@H](NC(=O)c1ccccc1)c1ccccc1. The result is 1 (inhibitor).